The task is: Regression. Given a peptide amino acid sequence and an MHC pseudo amino acid sequence, predict their binding affinity value. This is MHC class I binding data.. This data is from Peptide-MHC class I binding affinity with 185,985 pairs from IEDB/IMGT. (1) The peptide sequence is FLKQVYFESF. The MHC is H-2-Kb with pseudo-sequence H-2-Kb. The binding affinity (normalized) is 0.228. (2) The MHC is HLA-B35:01 with pseudo-sequence HLA-B35:01. The peptide sequence is LPLEFWQAW. The binding affinity (normalized) is 1.00. (3) The peptide sequence is VKSLKLLNTR. The MHC is H-2-Kb with pseudo-sequence H-2-Kb. The binding affinity (normalized) is 0.0212.